Dataset: Forward reaction prediction with 1.9M reactions from USPTO patents (1976-2016). Task: Predict the product of the given reaction. (1) Given the reactants [Br:1][C:2]1[CH:3]=[N:4][C:5]2[N:6]([N:8]=[C:9]([C:11]([OH:13])=O)[CH:10]=2)[CH:7]=1.[CH3:14][CH:15]1[CH2:24][C:23]2[C:18](=[CH:19][CH:20]=[CH:21][CH:22]=2)[CH2:17][NH:16]1, predict the reaction product. The product is: [Br:1][C:2]1[CH:3]=[N:4][C:5]2[N:6]([N:8]=[C:9]([C:11]([N:16]3[CH:15]([CH3:14])[CH2:24][C:23]4[C:18](=[CH:19][CH:20]=[CH:21][CH:22]=4)[CH2:17]3)=[O:13])[CH:10]=2)[CH:7]=1. (2) The product is: [C:38]([NH:10][CH:11]1[CH2:12][CH2:13][N:14]([S:17]([C:20]2[CH:36]=[CH:35][C:23]([C:24]([NH:26][CH2:27][CH2:28][C:29]3[CH:30]=[CH:31][CH:32]=[CH:33][CH:34]=3)=[O:25])=[C:22]([F:37])[CH:21]=2)(=[O:18])=[O:19])[CH2:15][CH2:16]1)(=[O:41])[CH:39]=[CH2:40]. Given the reactants C(N(C(C)C)CC)(C)C.[NH2:10][CH:11]1[CH2:16][CH2:15][N:14]([S:17]([C:20]2[CH:36]=[CH:35][C:23]([C:24]([NH:26][CH2:27][CH2:28][C:29]3[CH:34]=[CH:33][CH:32]=[CH:31][CH:30]=3)=[O:25])=[C:22]([F:37])[CH:21]=2)(=[O:19])=[O:18])[CH2:13][CH2:12]1.[C:38](Cl)(=[O:41])[CH:39]=[CH2:40], predict the reaction product. (3) Given the reactants C1(CO[C:9]([N:54]=[C:55]=[O:56])([CH2:13][NH:14][C:15]([C:17]2[CH:18]=[C:19]3[C:23](=[CH:24][CH:25]=2)[N:22]([CH2:26][CH2:27][CH2:28][NH:29][C:30]2[N:31]([C:35]([C:48]4[CH:53]=[CH:52][CH:51]=[CH:50][CH:49]=4)([C:42]4[CH:47]=[CH:46][CH:45]=[CH:44][CH:43]=4)[C:36]4[CH:41]=[CH:40][CH:39]=[CH:38][CH:37]=4)[CH:32]=[CH:33][N:34]=2)[N:21]=[CH:20]3)=[O:16])[C:10]([O-:12])=[O:11])C=CC=CC=1.[OH2:57].[OH-].[Li+], predict the reaction product. The product is: [C:17]1([CH2:15][O:57][C:55]([NH:54][CH:9]([CH2:13][NH:14][C:15]([C:17]2[CH:18]=[C:19]3[C:23](=[CH:24][CH:25]=2)[N:22]([CH2:26][CH2:27][CH2:28][NH:29][C:30]2[N:31]([C:35]([C:48]4[CH:53]=[CH:52][CH:51]=[CH:50][CH:49]=4)([C:36]4[CH:41]=[CH:40][CH:39]=[CH:38][CH:37]=4)[C:42]4[CH:43]=[CH:44][CH:45]=[CH:46][CH:47]=4)[CH:32]=[CH:33][N:34]=2)[N:21]=[CH:20]3)=[O:16])[C:10]([OH:12])=[O:11])=[O:56])[CH:18]=[CH:19][CH:23]=[CH:24][CH:25]=1. (4) The product is: [Cl:24][C:25]1[N:30]=[C:29]([O:22][C:21]2[C:13]([F:12])=[C:14]3[C:18](=[CH:19][CH:20]=2)[NH:17][C:16]([CH3:23])=[CH:15]3)[CH:28]=[CH:27][N:26]=1. Given the reactants C1CCN2C(=NCCC2)CC1.[F:12][C:13]1[C:21]([OH:22])=[CH:20][CH:19]=[C:18]2[C:14]=1[CH:15]=[C:16]([CH3:23])[NH:17]2.[Cl:24][C:25]1[N:30]=[C:29](Cl)[CH:28]=[CH:27][N:26]=1, predict the reaction product. (5) Given the reactants C(O)(=O)C.[CH3:5][O:6][C:7]1[CH:30]=[CH:29][C:10]([CH2:11][C@H:12]([CH:26]([CH3:28])[CH3:27])[CH2:13]/[CH:14]=[CH:15]/[CH2:16][C@@H:17]([CH:23]([CH3:25])[CH3:24])C(N(C)C)=O)=[CH:9][C:8]=1[O:31][CH2:32][CH2:33][CH2:34][O:35][CH3:36].[Br:37]N1C(=O)CCC1=O.[C:45](=[O:48])(O)[O-:46].[Na+], predict the reaction product. The product is: [CH3:5][O:6][C:7]1[CH:30]=[CH:29][C:10]([CH2:11][C@H:12]([CH:26]([CH3:28])[CH3:27])[CH2:13][CH:14]([CH:15]2[O:46][C:45](=[O:48])[C@H:17]([CH:23]([CH3:25])[CH3:24])[CH2:16]2)[Br:37])=[CH:9][C:8]=1[O:31][CH2:32][CH2:33][CH2:34][O:35][CH3:36].